Dataset: Forward reaction prediction with 1.9M reactions from USPTO patents (1976-2016). Task: Predict the product of the given reaction. (1) Given the reactants [C:1]([NH:8][C@@H:9]([C:13]([OH:15])=O)[CH:10]([CH3:12])[CH3:11])([O:3][C:4]([CH3:7])([CH3:6])[CH3:5])=[O:2].N1C=CC=CC=1.N1C(F)=NC(F)=NC=1[F:24], predict the reaction product. The product is: [C:4]([O:3][C:1](=[O:2])[NH:8][C@@H:9]([C:13]([F:24])=[O:15])[CH:10]([CH3:12])[CH3:11])([CH3:7])([CH3:6])[CH3:5]. (2) Given the reactants [CH:1]([C:3]1[CH:12]=[CH:11][CH:10]=[CH:9][C:4]=1[C:5]([O:7][CH3:8])=[O:6])=O.[NH2:13][CH2:14][CH2:15][C:16]1[C:24]2[C:19](=[CH:20][CH:21]=[CH:22][CH:23]=2)[NH:18][CH:17]=1.[CH3:25][C:26]([CH2:28][C:29]([C:31](OC)=[O:32])=[O:30])=[O:27], predict the reaction product. The product is: [NH:18]1[C:19]2[C:24](=[CH:23][CH:22]=[CH:21][CH:20]=2)[C:16]([CH2:15][CH2:14][N:13]2[C:31](=[O:32])[C:29]([OH:30])=[C:28]([C:26](=[O:27])[CH3:25])[CH:1]2[C:3]2[CH:12]=[CH:11][CH:10]=[CH:9][C:4]=2[C:5]([O:7][CH3:8])=[O:6])=[CH:17]1.